Dataset: Forward reaction prediction with 1.9M reactions from USPTO patents (1976-2016). Task: Predict the product of the given reaction. (1) Given the reactants [CH2:1]([O:8][CH2:9][C@@H:10]1[CH2:14][C@@H:13]([S:15][C:16]([C:29]2[CH:34]=[CH:33][CH:32]=[CH:31][CH:30]=2)([C:23]2[CH:28]=[CH:27][CH:26]=[CH:25][CH:24]=2)[C:17]2[CH:22]=[CH:21][CH:20]=[CH:19][CH:18]=2)[CH2:12][N:11]1[S:35]([C:38]1[CH:49]=[CH:48][C:41]2[NH:42][C:43](=O)[O:44][C:45](=[O:46])[C:40]=2[CH:39]=1)(=[O:37])=[O:36])[C:2]1[CH:7]=[CH:6][CH:5]=[CH:4][CH:3]=1.CO.C1CCN2C(=NCCC2)CC1, predict the reaction product. The product is: [CH3:43][O:44][C:45](=[O:46])[C:40]1[CH:39]=[C:38]([S:35]([N:11]2[CH2:12][C@H:13]([S:15][C:16]([C:29]3[CH:30]=[CH:31][CH:32]=[CH:33][CH:34]=3)([C:17]3[CH:22]=[CH:21][CH:20]=[CH:19][CH:18]=3)[C:23]3[CH:28]=[CH:27][CH:26]=[CH:25][CH:24]=3)[CH2:14][C@H:10]2[CH2:9][O:8][CH2:1][C:2]2[CH:3]=[CH:4][CH:5]=[CH:6][CH:7]=2)(=[O:37])=[O:36])[CH:49]=[CH:48][C:41]=1[NH2:42]. (2) Given the reactants Cl[C:2]1[C:11]2[C:6](=[CH:7][CH:8]=[C:9]([NH:12][S:13]([CH:16]([CH3:18])[CH3:17])(=[O:15])=[O:14])[CH:10]=2)[CH:5]=[N:4][CH:3]=1.[CH3:19][N:20]1[CH:24]=[C:23]([C:25]2[CH:30]=[CH:29][C:28](B3OC(C)(C)C(C)(C)O3)=[CH:27][CH:26]=2)[CH:22]=[N:21]1.C(=O)([O-])[O-].[Na+].[Na+].O, predict the reaction product. The product is: [CH3:19][N:20]1[CH:24]=[C:23]([C:25]2[CH:26]=[CH:27][C:28]([C:2]3[C:11]4[C:6](=[CH:7][CH:8]=[C:9]([NH:12][S:13]([CH:16]([CH3:18])[CH3:17])(=[O:15])=[O:14])[CH:10]=4)[CH:5]=[N:4][CH:3]=3)=[CH:29][CH:30]=2)[CH:22]=[N:21]1. (3) Given the reactants [CH3:1][C:2]1[N:3]([C:8]2[S:9][CH:10]=[C:11]([C:13]3[CH:18]=[CH:17][C:16]([C:19]([F:22])([F:21])[F:20])=[C:15](F)[CH:14]=3)[N:12]=2)[C:4]([CH3:7])=[CH:5][CH:6]=1.[CH3:24][O-:25].[Na+], predict the reaction product. The product is: [CH3:1][C:2]1[N:3]([C:8]2[S:9][CH:10]=[C:11]([C:13]3[CH:18]=[CH:17][C:16]([C:19]([F:22])([F:21])[F:20])=[C:15]([O:25][CH3:24])[CH:14]=3)[N:12]=2)[C:4]([CH3:7])=[CH:5][CH:6]=1. (4) Given the reactants [F:1][C:2]1[CH:3]=[CH:4][C:5]([CH2:8][O:9][C:10]2[CH:15]=[CH:14][N:13]([C:16]3[N:21]=[C:20]4[N:22]([CH3:36])[C:23]5[CH2:28][CH2:27][N:26](C(OC(C)(C)C)=O)[CH2:25][C:24]=5[C:19]4=[CH:18][CH:17]=3)[C:12](=[O:37])[CH:11]=2)=[N:6][CH:7]=1.Cl, predict the reaction product. The product is: [F:1][C:2]1[CH:3]=[CH:4][C:5]([CH2:8][O:9][C:10]2[CH:15]=[CH:14][N:13]([C:16]3[N:21]=[C:20]4[N:22]([CH3:36])[C:23]5[CH2:28][CH2:27][NH:26][CH2:25][C:24]=5[C:19]4=[CH:18][CH:17]=3)[C:12](=[O:37])[CH:11]=2)=[N:6][CH:7]=1. (5) Given the reactants [O:1]1[CH2:6][CH2:5][O:4][C:3]2[CH:7]=[C:8]([C:11]3[C:12]([CH3:38])=[C:13]([CH:35]=[CH:36][CH:37]=3)[CH2:14][O:15][C:16]3[CH:17]=[CH:18][C:19]([CH:33]=O)=[C:20]([CH:32]=3)[O:21][CH2:22][C:23]3[CH:24]=[C:25]([CH:29]=[CH:30][CH:31]=3)[C:26]([NH2:28])=[O:27])[CH:9]=[CH:10][C:2]1=2.[NH2:39][C@@H:40]([C:43]([OH:45])=[O:44])[CH2:41][OH:42].C([BH3-])#N.[Na+], predict the reaction product. The product is: [C:26]([C:25]1[CH:24]=[C:23]([CH:31]=[CH:30][CH:29]=1)[CH2:22][O:21][C:20]1[CH:32]=[C:16]([O:15][CH2:14][C:13]2[CH:35]=[CH:36][CH:37]=[C:11]([C:8]3[CH:9]=[CH:10][C:2]4[O:1][CH2:6][CH2:5][O:4][C:3]=4[CH:7]=3)[C:12]=2[CH3:38])[CH:17]=[CH:18][C:19]=1[CH2:33][NH:39][C@H:40]([CH2:41][OH:42])[C:43]([OH:45])=[O:44])(=[O:27])[NH2:28]. (6) The product is: [CH2:42]([O:41][C@H:15]([CH2:14][S:13][CH2:1][CH2:2][CH2:3][CH2:4][CH2:5][CH2:6][CH2:7][CH2:8][CH2:9][CH2:10][CH2:11][CH3:12])[CH2:16][OH:17])[CH2:43][CH2:44][CH2:45][CH2:46][CH2:47][CH2:48][CH2:49][CH2:50][CH3:51]. Given the reactants [CH2:1]([S:13][C@H:14](O)[CH:15]([O:41][CH2:42][CH2:43][CH2:44][CH2:45][CH2:46][CH2:47][CH2:48][CH2:49][CH2:50][CH3:51])[CH2:16][O:17]C(C1C=CC=CC=1)(C1C=CC(OC)=CC=1)C1C=CC(OC)=CC=1)[CH2:2][CH2:3][CH2:4][CH2:5][CH2:6][CH2:7][CH2:8][CH2:9][CH2:10][CH2:11][CH3:12].C1(C)C=CC(S(O)(=O)=O)=CC=1.C([O-])(O)=O.[Na+], predict the reaction product. (7) Given the reactants [F:1][C:2]([F:21])([F:20])[C:3]1[CH:8]=[CH:7][C:6]([C:9]2[CH:14]=[CH:13][C:12]([CH2:15][C:16](=[O:19])[CH2:17][CH3:18])=[CH:11][CH:10]=2)=[CH:5][CH:4]=1.[BH4-].[Na+], predict the reaction product. The product is: [F:1][C:2]([F:20])([F:21])[C:3]1[CH:4]=[CH:5][C:6]([C:9]2[CH:14]=[CH:13][C:12]([CH2:15][CH:16]([OH:19])[CH2:17][CH3:18])=[CH:11][CH:10]=2)=[CH:7][CH:8]=1. (8) The product is: [F:28][CH2:27][CH:25]1[CH2:24][N:23]([CH2:22][CH2:21][O:20][C:17]2[CH:16]=[CH:15][C:14]([CH:3]3[C:2]([C:34]4[CH:35]=[CH:36][C:31]([CH2:30][OH:29])=[CH:32][CH:33]=4)=[C:11]([CH3:12])[C:10]4[C:5](=[CH:6][CH:7]=[C:8]([OH:13])[CH:9]=4)[O:4]3)=[CH:19][CH:18]=2)[CH2:26]1. Given the reactants Br[C:2]1[CH:3]([C:14]2[CH:19]=[CH:18][C:17]([O:20][CH2:21][CH2:22][N:23]3[CH2:26][CH:25]([CH2:27][F:28])[CH2:24]3)=[CH:16][CH:15]=2)[O:4][C:5]2[C:10]([C:11]=1[CH3:12])=[CH:9][C:8]([OH:13])=[CH:7][CH:6]=2.[OH:29][CH2:30][C:31]1[CH:36]=[CH:35][C:34](B(O)O)=[CH:33][CH:32]=1, predict the reaction product.